The task is: Predict the reactants needed to synthesize the given product.. This data is from Full USPTO retrosynthesis dataset with 1.9M reactions from patents (1976-2016). (1) Given the product [CH2:21]([C@H:8]([NH:7][C:6]([C@H:40]1[NH:39][C:38](=[O:63])[C@H:37]([CH3:36])[NH:56][C:55](=[O:57])[CH2:54][CH2:53][C:52]2=[CH:58][C:48](=[CH:49][CH:50]=[CH:51]2)[C:47]2=[CH:59][C:43](=[CH:44][CH:45]=[CH:46]2)[CH2:42][CH2:41]1)=[O:28])[CH:9]([C:11](=[O:20])[NH:12][CH2:13][C:14]1[CH:15]=[CH:16][CH:17]=[CH:18][CH:19]=1)[OH:10])[C:22]1[CH:23]=[CH:24][CH:25]=[CH:26][CH:27]=1, predict the reactants needed to synthesize it. The reactants are: C(O[C:6](=[O:28])[NH:7][C@@H:8]([CH2:21][C:22]1[CH:27]=[CH:26][CH:25]=[CH:24][CH:23]=1)[CH:9]([C:11](=[O:20])[NH:12][CH2:13][C:14]1[CH:19]=[CH:18][CH:17]=[CH:16][CH:15]=1)[OH:10])(C)(C)C.C(O)(C(F)(F)F)=O.[CH3:36][C@@H:37]1[NH:56][C:55](=[O:57])[CH2:54][CH2:53][C:52]2=[CH:58][C:48](=[CH:49][CH:50]=[CH:51]2)[C:47]2=[CH:59][C:43](=[CH:44][CH:45]=[CH:46]2)[CH2:42][CH2:41][C@@H:40](C(O)=O)[NH:39][C:38]1=[O:63].CN(C(ON1N=NC2C=CC=NC1=2)=[N+](C)C)C.F[P-](F)(F)(F)(F)F.C(N(CC)C(C)C)(C)C. (2) Given the product [CH2:1]([O:8][C:9]1[C:10]([CH3:17])=[C:11]([CH:12]=[CH:37][C:38]([O:40][CH2:41][CH3:42])=[O:39])[CH:14]=[CH:15][CH:16]=1)[C:2]1[CH:7]=[CH:6][CH:5]=[CH:4][CH:3]=1, predict the reactants needed to synthesize it. The reactants are: [CH2:1]([O:8][C:9]1[C:10]([CH3:17])=[C:11]([CH:14]=[CH:15][CH:16]=1)[CH:12]=O)[C:2]1[CH:7]=[CH:6][CH:5]=[CH:4][CH:3]=1.C1(P(=[CH:37][C:38]([O:40][CH2:41][CH3:42])=[O:39])(C2C=CC=CC=2)C2C=CC=CC=2)C=CC=CC=1. (3) Given the product [CH3:33][CH:34]([CH3:69])[C@H:35]([N:40]1[CH2:48][C:47]2[C:42](=[CH:43][CH:44]=[C:45]([C:49]3[CH:50]=[CH:51][C:52]([NH:55][C:56](=[O:67])[C:57]4[CH:62]=[CH:61][C:60]([C:63]([F:66])([F:64])[F:65])=[CH:59][CH:58]=4)=[CH:53][CH:54]=3)[CH:46]=2)[C:41]1=[O:68])[C:36]([OH:38])=[O:37], predict the reactants needed to synthesize it. The reactants are: C(NC1C=CC(C2C=C3C(=CC=2)C(=O)N([C@@H](C(C)C)C(O)=O)C3)=CC=1)(=O)C1C=CC=CC=1.[CH3:33][CH:34]([CH3:69])[C@H:35]([N:40]1[CH2:48][C:47]2[C:42](=[CH:43][CH:44]=[C:45]([C:49]3[CH:54]=[CH:53][C:52]([NH:55][C:56](=[O:67])[C:57]4[CH:62]=[CH:61][C:60]([C:63]([F:66])([F:65])[F:64])=[CH:59][CH:58]=4)=[CH:51][CH:50]=3)[CH:46]=2)[C:41]1=[O:68])[C:36]([O:38]C)=[O:37]. (4) Given the product [OH:1][C:2]1[CH:7]=[CH:6][C:5]([CH2:8][Br:30])=[CH:4][C:3]=1[N:9]1[N:13]=[C:12]2[CH:14]=[CH:15][CH:16]=[CH:17][C:11]2=[N:10]1, predict the reactants needed to synthesize it. The reactants are: [OH:1][C:2]1[CH:7]=[CH:6][C:5]([CH3:8])=[CH:4][C:3]=1[N:9]1[N:13]=[C:12]2[CH:14]=[CH:15][CH:16]=[CH:17][C:11]2=[N:10]1.N(C(C)(C)C#N)=NC(C)(C)C#N.[Br:30]Br. (5) Given the product [Cl:1][C:2]1[CH:7]=[CH:6][C:5]([C:8]2[N:14]([CH2:15][C:16]([OH:18])=[O:17])[C:12](=[O:13])[NH:11][N:10]=2)=[CH:4][CH:3]=1, predict the reactants needed to synthesize it. The reactants are: [Cl:1][C:2]1[CH:7]=[CH:6][C:5]([C:8]([NH:10][NH:11][C:12]([NH:14][CH2:15][C:16]([O:18]CC)=[O:17])=[O:13])=O)=[CH:4][CH:3]=1.[OH-].[Na+].Cl. (6) Given the product [C:5]([O:9][C:10]([N:12]1[CH2:13][CH2:14][C:15]2([N:19]=[C:18]([S:20][CH3:2])[NH:17][C:16]2=[O:21])[CH2:22][CH2:23]1)=[O:11])([CH3:8])([CH3:6])[CH3:7], predict the reactants needed to synthesize it. The reactants are: I[CH3:2].[OH-].[Na+].[C:5]([O:9][C:10]([N:12]1[CH2:23][CH2:22][C:15]2([NH:19][C:18](=[S:20])[NH:17][C:16]2=[O:21])[CH2:14][CH2:13]1)=[O:11])([CH3:8])([CH3:7])[CH3:6].O.